From a dataset of Reaction yield outcomes from USPTO patents with 853,638 reactions. Predict the reaction yield, written as a fraction of the theoretical maximum amount of product (1.0 means a 100% yield; for example, 0.34 means a 34% yield). (1) The reactants are [F:1][C:2]1[CH:3]=[N:4][CH:5]=[C:6]([C:8]2[S:9][CH:10]=[CH:11][N:12]=2)[CH:7]=1.Br[C:14]1[N:19]=[C:18]([C:20]#[N:21])[CH:17]=[CH:16][CH:15]=1.CC1C=CC=CC=1P(C1C=CC=CC=1C)C1C=CC=CC=1C.O. The catalyst is CN(C=O)C.[Pd](Cl)Cl.C(OCC)(=O)C. The product is [F:1][C:2]1[CH:7]=[C:6]([C:8]2[S:9][C:10]([C:14]3[N:19]=[C:18]([C:20]#[N:21])[CH:17]=[CH:16][CH:15]=3)=[CH:11][N:12]=2)[CH:5]=[N:4][CH:3]=1. The yield is 0.610. (2) The reactants are [H-].[Na+].[C:3]([O:7][C:8]([C:10]1[CH:20]=[C:19]([O:21][C:22]2[CH:27]=[CH:26][C:25]([S:28]([CH3:31])(=[O:30])=[O:29])=[CH:24][CH:23]=2)[C:13]2[CH2:14][CH:15]([CH2:17][OH:18])[O:16][C:12]=2[CH:11]=1)=[O:9])([CH3:6])([CH3:5])[CH3:4].[CH3:32]I. The catalyst is C1COCC1. The product is [C:3]([O:7][C:8]([C:10]1[CH:20]=[C:19]([O:21][C:22]2[CH:23]=[CH:24][C:25]([S:28]([CH3:31])(=[O:30])=[O:29])=[CH:26][CH:27]=2)[C:13]2[CH2:14][CH:15]([CH2:17][O:18][CH3:32])[O:16][C:12]=2[CH:11]=1)=[O:9])([CH3:5])([CH3:6])[CH3:4]. The yield is 0.700. (3) The reactants are [Cl-:1].O[NH3+:3].[C:4](=[O:7])([O-])[OH:5].[Na+].CS(C)=O.[CH3:13][N:14]1[C:18]2[CH:19]=[CH:20][CH:21]=[CH:22][C:17]=2[N:16]=[C:15]1[CH2:23][N:24]1[C:29](=[O:30])[C:28]([CH2:31][C:32]2[CH:37]=[CH:36][C:35]([C:38]3[C:39]([C:44]#[N:45])=[CH:40][CH:41]=[CH:42][CH:43]=3)=[CH:34][CH:33]=2)=[C:27]([CH2:46][CH2:47][CH3:48])[N:26]2[N:49]=[CH:50][N:51]=[C:25]12. The catalyst is C(OCC)(=O)C. The product is [ClH:1].[CH3:13][N:14]1[C:18]2[CH:19]=[CH:20][CH:21]=[CH:22][C:17]=2[N:16]=[C:15]1[CH2:23][N:24]1[C:29](=[O:30])[C:28]([CH2:31][C:32]2[CH:33]=[CH:34][C:35]([C:38]3[CH:43]=[CH:42][CH:41]=[CH:40][C:39]=3[C:44]3[NH:3][C:4](=[O:7])[O:5][N:45]=3)=[CH:36][CH:37]=2)=[C:27]([CH2:46][CH2:47][CH3:48])[N:26]2[N:49]=[CH:50][N:51]=[C:25]12. The yield is 0.390.